Dataset: NCI-60 drug combinations with 297,098 pairs across 59 cell lines. Task: Regression. Given two drug SMILES strings and cell line genomic features, predict the synergy score measuring deviation from expected non-interaction effect. (1) Drug 1: CS(=O)(=O)C1=CC(=C(C=C1)C(=O)NC2=CC(=C(C=C2)Cl)C3=CC=CC=N3)Cl. Drug 2: CCC1(CC2CC(C3=C(CCN(C2)C1)C4=CC=CC=C4N3)(C5=C(C=C6C(=C5)C78CCN9C7C(C=CC9)(C(C(C8N6C=O)(C(=O)OC)O)OC(=O)C)CC)OC)C(=O)OC)O.OS(=O)(=O)O. Cell line: M14. Synergy scores: CSS=43.5, Synergy_ZIP=14.6, Synergy_Bliss=17.8, Synergy_Loewe=2.40, Synergy_HSA=14.3. (2) Drug 1: CC(CN1CC(=O)NC(=O)C1)N2CC(=O)NC(=O)C2. Drug 2: CC1=C(C(=CC=C1)Cl)NC(=O)C2=CN=C(S2)NC3=CC(=NC(=N3)C)N4CCN(CC4)CCO. Cell line: HT29. Synergy scores: CSS=50.2, Synergy_ZIP=-6.95, Synergy_Bliss=0.195, Synergy_Loewe=4.13, Synergy_HSA=5.26. (3) Drug 1: CCC1(CC2CC(C3=C(CCN(C2)C1)C4=CC=CC=C4N3)(C5=C(C=C6C(=C5)C78CCN9C7C(C=CC9)(C(C(C8N6C)(C(=O)OC)O)OC(=O)C)CC)OC)C(=O)OC)O.OS(=O)(=O)O. Drug 2: COCCOC1=C(C=C2C(=C1)C(=NC=N2)NC3=CC=CC(=C3)C#C)OCCOC.Cl. Cell line: OVCAR3. Synergy scores: CSS=4.92, Synergy_ZIP=-6.80, Synergy_Bliss=-9.52, Synergy_Loewe=-7.79, Synergy_HSA=-6.27. (4) Cell line: HOP-62. Synergy scores: CSS=10.1, Synergy_ZIP=16.2, Synergy_Bliss=29.6, Synergy_Loewe=12.6, Synergy_HSA=15.0. Drug 2: COCCOC1=C(C=C2C(=C1)C(=NC=N2)NC3=CC=CC(=C3)C#C)OCCOC.Cl. Drug 1: COC1=C2C(=CC3=C1OC=C3)C=CC(=O)O2. (5) Drug 1: C1=CC=C(C(=C1)C(C2=CC=C(C=C2)Cl)C(Cl)Cl)Cl. Drug 2: C1=NNC2=C1C(=O)NC=N2. Cell line: SW-620. Synergy scores: CSS=1.43, Synergy_ZIP=0.106, Synergy_Bliss=1.16, Synergy_Loewe=0.245, Synergy_HSA=-0.224.